Dataset: NCI-60 drug combinations with 297,098 pairs across 59 cell lines. Task: Regression. Given two drug SMILES strings and cell line genomic features, predict the synergy score measuring deviation from expected non-interaction effect. Drug 1: C1=CN(C=N1)CC(O)(P(=O)(O)O)P(=O)(O)O. Drug 2: CC1=C(N=C(N=C1N)C(CC(=O)N)NCC(C(=O)N)N)C(=O)NC(C(C2=CN=CN2)OC3C(C(C(C(O3)CO)O)O)OC4C(C(C(C(O4)CO)O)OC(=O)N)O)C(=O)NC(C)C(C(C)C(=O)NC(C(C)O)C(=O)NCCC5=NC(=CS5)C6=NC(=CS6)C(=O)NCCC[S+](C)C)O. Cell line: KM12. Synergy scores: CSS=4.78, Synergy_ZIP=2.60, Synergy_Bliss=2.74, Synergy_Loewe=-7.04, Synergy_HSA=-0.873.